This data is from Microsomal clearance measurements from AstraZeneca. The task is: Regression/Classification. Given a drug SMILES string, predict its absorption, distribution, metabolism, or excretion properties. Task type varies by dataset: regression for continuous measurements (e.g., permeability, clearance, half-life) or binary classification for categorical outcomes (e.g., BBB penetration, CYP inhibition). For this dataset (clearance_microsome_az), we predict log10(clearance) (log10 of the in vitro intrinsic clearance, CLint, in uL/min per mg of human liver microsomal protein, equivalently mL/min/g; values are censored to the assay range of 3 to 150, which is 0.477 to 2.18 on this log10 scale). (1) The compound is CCCN(CCNCCc1ccc(O)c2[nH]c(=O)sc12)C(=O)CCOCCc1ccccc1. The log10(clearance) is 2.18. (2) The log10(clearance) is 2.18. The drug is O=C(c1cccc(Cl)c1Cl)N1CCN(c2ccccn2)CC1. (3) The molecule is CN(C)CCCN1c2ccccc2Sc2ccc(Cl)cc21. The log10(clearance) is 1.57. (4) The drug is Cc1c2c(=O)n(-c3ccccc3Cl)[nH]c2cc(=O)n1Cc1ccccn1. The log10(clearance) is 0.480.